Dataset: Catalyst prediction with 721,799 reactions and 888 catalyst types from USPTO. Task: Predict which catalyst facilitates the given reaction. (1) Reactant: Cl[C:2]1[CH:7]=[CH:6][N:5]=[C:4]2[CH:8]=[C:9]([C:11]3[N:12]=[CH:13][N:14]([CH3:16])[CH:15]=3)[S:10][C:3]=12.Cl.[CH3:18][NH2:19].[OH-].[Na+]. Product: [CH3:18][NH:19][C:2]1[CH:7]=[CH:6][N:5]=[C:4]2[CH:8]=[C:9]([C:11]3[N:12]=[CH:13][N:14]([CH3:16])[CH:15]=3)[S:10][C:3]=12. The catalyst class is: 252. (2) Reactant: [CH3:1][C:2]1[O:3][C:4]2[CH:10]=[C:9]([NH2:11])[CH:8]=[CH:7][C:5]=2[CH:6]=1.[C:12]([C:14](=[C:19](SC)SC)[C:15]([O:17][CH3:18])=[O:16])#[N:13].[NH2:24][C@H:25]1[CH2:31][CH2:30][CH2:29][CH2:28][N:27]([CH2:32][C:33]([N:35]2[CH2:39][CH2:38][CH2:37][CH2:36]2)=[O:34])[C:26]1=[O:40]. Product: [CH3:18][O:17][C:15](=[O:16])[C:14]([C:12]#[N:13])=[C:19]([NH:24][C@H:25]1[CH2:31][CH2:30][CH2:29][CH2:28][N:27]([CH2:32][C:33](=[O:34])[N:35]2[CH2:36][CH2:37][CH2:38][CH2:39]2)[C:26]1=[O:40])[NH:11][C:9]1[CH:8]=[CH:7][C:5]2[CH:6]=[C:2]([CH3:1])[O:3][C:4]=2[CH:10]=1. The catalyst class is: 10. (3) Reactant: [OH:1][CH:2]([CH2:6][OH:7])[CH2:3][C:4]#[N:5].C([Sn](=O)CCCC)CCC.[C:18]1([CH3:28])[CH:23]=[CH:22][C:21]([S:24](Cl)(=[O:26])=[O:25])=[CH:20][CH:19]=1. Product: [OH:1][CH:2]([CH2:6][O:7][S:24]([C:21]1[CH:22]=[CH:23][C:18]([CH3:28])=[CH:19][CH:20]=1)(=[O:26])=[O:25])[CH2:3][C:4]#[N:5]. The catalyst class is: 6. (4) Reactant: C(N(CC)CC)C.[Cl:8][C:9]1[CH:17]=[CH:16][C:12]([C:13](Cl)=[O:14])=[CH:11][CH:10]=1.[N+:18]([CH2:20][C:21]([O:23][CH2:24][CH3:25])=[O:22])#[C-:19]. Product: [Cl:8][C:9]1[CH:17]=[CH:16][C:12]([C:13]2[O:14][CH:19]=[N:18][C:20]=2[C:21]([O:23][CH2:24][CH3:25])=[O:22])=[CH:11][CH:10]=1. The catalyst class is: 1. (5) Reactant: [Br:1][C:2]1[C:7]([C:8]2[CH:13]=[CH:12][CH:11]=[CH:10][CH:9]=2)=[N:6][NH:5][C:4](=[O:14])[CH:3]=1.C(=O)([O-])[O-].[K+].[K+].Br[CH:22]([CH3:24])[CH3:23]. Product: [Br:1][C:2]1[C:7]([C:8]2[CH:13]=[CH:12][CH:11]=[CH:10][CH:9]=2)=[N:6][N:5]([CH:22]([CH3:24])[CH3:23])[C:4](=[O:14])[CH:3]=1. The catalyst class is: 3. (6) Reactant: [F:1][CH:2]([F:33])[CH2:3][O:4][C@@H:5]1[C:10]2[CH:11]=[CH:12][C:13]3[N:14]([CH3:19])[C:15]([CH3:18])=[N:16][C:17]=3[C:9]=2[O:8][C@H:7]([C:20]2[CH:25]=[CH:24][CH:23]=[CH:22][CH:21]=2)[C@H:6]1[O:26]C(=O)C(C)(C)C.C(=O)([O-])[O-].[K+].[K+]. Product: [OH:26][C@H:6]1[C@H:5]([O:4][CH2:3][CH:2]([F:1])[F:33])[C:10]2[CH:11]=[CH:12][C:13]3[N:14]([CH3:19])[C:15]([CH3:18])=[N:16][C:17]=3[C:9]=2[O:8][C@@H:7]1[C:20]1[CH:21]=[CH:22][CH:23]=[CH:24][CH:25]=1. The catalyst class is: 5.